Dataset: Forward reaction prediction with 1.9M reactions from USPTO patents (1976-2016). Task: Predict the product of the given reaction. (1) Given the reactants N(OC(C)(C)C)=O.[Br-:8].C(OC([N:16]1[CH2:22][CH2:21][C:20]2[S:23][C:24](N)=[N:25][C:19]=2[CH2:18][CH2:17]1)=O)(C)(C)C, predict the reaction product. The product is: [Br:8][C:24]1[S:23][C:20]2[CH2:21][CH2:22][NH:16][CH2:17][CH2:18][C:19]=2[N:25]=1. (2) Given the reactants [F:1][C:2]1[CH:29]=[CH:28][CH:27]=[CH:26][C:3]=1[CH2:4][N:5]1[C:13]2[C:8](=[N:9][C:10]([CH3:14])=[CH:11][CH:12]=2)[C:7]([C:15]2[C:16]([O:21][CH3:22])=[N:17][CH:18]=[CH:19][CH:20]=2)=[C:6]1[C:23]([OH:25])=O.C(C1NC=CN=1)(C1NC=CN=1)=O.[CH:42]1([S:45]([NH2:48])(=[O:47])=[O:46])[CH2:44][CH2:43]1.N12CCCN=C1CCCCC2, predict the reaction product. The product is: [F:1][C:2]1[CH:29]=[CH:28][CH:27]=[CH:26][C:3]=1[CH2:4][N:5]1[C:13]2[C:8](=[N:9][C:10]([CH3:14])=[CH:11][CH:12]=2)[C:7]([C:15]2[C:16]([O:21][CH3:22])=[N:17][CH:18]=[CH:19][CH:20]=2)=[C:6]1[C:23]([NH:48][S:45]([CH:42]1[CH2:44][CH2:43]1)(=[O:47])=[O:46])=[O:25]. (3) The product is: [CH3:1][O:2][C:3]1[CH:4]=[C:5]([CH:19]=[CH:20][C:21]=1[O:22][CH3:23])[CH2:6][CH:7]1[C:16]2[C:11](=[CH:12][C:13]([O:17][CH3:18])=[CH:14][CH:15]=2)[CH2:10][CH2:9][N:8]1[CH2:25][C:26]([NH:39][CH:29]1[C:38]2[C:33](=[CH:34][CH:35]=[CH:36][CH:37]=2)[CH2:32][CH2:31][CH2:30]1)=[O:27]. Given the reactants [CH3:1][O:2][C:3]1[CH:4]=[C:5]([CH:19]=[CH:20][C:21]=1[O:22][CH3:23])[CH2:6][CH:7]1[C:16]2[C:11](=[CH:12][C:13]([O:17][CH3:18])=[CH:14][CH:15]=2)[CH2:10][CH2:9][NH:8]1.Br[CH2:25][C:26](Br)=[O:27].[CH:29]1([NH2:39])[C:38]2[C:33](=[CH:34][CH:35]=[CH:36][CH:37]=2)[CH2:32][CH2:31][CH2:30]1, predict the reaction product. (4) Given the reactants [CH2:1]([O:8][C:9]1[CH:10]=[CH:11][C:12]([OH:18])=[C:13]([C:15](=[O:17])[CH3:16])[CH:14]=1)[C:2]1[CH:7]=[CH:6][CH:5]=[CH:4][CH:3]=1.C(=O)([O-])[O-].[Cs+].[Cs+].Br[CH2:26][C:27]([O:29][CH3:30])=[O:28], predict the reaction product. The product is: [CH3:30][O:29][C:27](=[O:28])[CH2:26][O:18][C:12]1[CH:11]=[CH:10][C:9]([O:8][CH2:1][C:2]2[CH:3]=[CH:4][CH:5]=[CH:6][CH:7]=2)=[CH:14][C:13]=1[C:15](=[O:17])[CH3:16]. (5) Given the reactants [Cl:1][C:2]1[CH:7]=[CH:6][C:5]([C:8]2[N:9]=[C:10]([NH:16][C:17]3[CH:22]=[CH:21][C:20]([CH:23]=O)=[CH:19][C:18]=3[N+:25]([O-:27])=[O:26])[S:11][C:12]=2[C:13]([NH2:15])=[O:14])=[CH:4][CH:3]=1.C(O[BH-](OC(=O)C)OC(=O)C)(=O)C.[Na+].[CH3:42][N:43]1[CH2:48][CH2:47][NH:46][CH2:45][CH2:44]1, predict the reaction product. The product is: [Cl:1][C:2]1[CH:3]=[CH:4][C:5]([C:8]2[N:9]=[C:10]([NH:16][C:17]3[CH:22]=[CH:21][C:20]([CH2:23][N:46]4[CH2:47][CH2:48][N:43]([CH3:42])[CH2:44][CH2:45]4)=[CH:19][C:18]=3[N+:25]([O-:27])=[O:26])[S:11][C:12]=2[C:13]([NH2:15])=[O:14])=[CH:6][CH:7]=1. (6) Given the reactants S(=O)(=O)(O)O.[NH2:6][C:7]1[CH:15]=[CH:14][C:13]([N+:16]([O-:18])=[O:17])=[CH:12][C:8]=1[C:9]([O-:11])=[O:10].[K+].O.[C:21]([O-])([O-])=O.[Na+].[Na+], predict the reaction product. The product is: [CH3:21][O:10][C:9](=[O:11])[C:8]1[CH:12]=[C:13]([N+:16]([O-:18])=[O:17])[CH:14]=[CH:15][C:7]=1[NH2:6]. (7) Given the reactants [F:1][C:2]([F:22])([F:21])[O:3][C:4]1[CH:20]=[CH:19][C:7]([CH2:8][O:9][CH2:10][C:11]2[O:15][N:14]=[C:13]([C:16]([OH:18])=O)[CH:12]=2)=[CH:6][CH:5]=1.C(N(CC)CC)C.Cl.C(N=C=NCCCN(C)C)C.ON1C2C=CC=CC=2N=N1.[O:52]1[CH2:56][CH2:55][CH:54]([CH2:57][NH2:58])[CH2:53]1, predict the reaction product. The product is: [O:52]1[CH2:56][CH2:55][CH:54]([CH2:57][NH:58][C:16]([C:13]2[CH:12]=[C:11]([CH2:10][O:9][CH2:8][C:7]3[CH:6]=[CH:5][C:4]([O:3][C:2]([F:1])([F:22])[F:21])=[CH:20][CH:19]=3)[O:15][N:14]=2)=[O:18])[CH2:53]1.